Dataset: Forward reaction prediction with 1.9M reactions from USPTO patents (1976-2016). Task: Predict the product of the given reaction. Given the reactants [F:1][C:2]1[CH:26]=[CH:25][C:5]([CH2:6][C:7]2[NH:8][C:9]([C:12]3[C:13]([O:23]C)=[C:14]4[C:19](=[O:20])[N:18]([CH3:21])[CH2:17][CH2:16][N:15]4[CH:22]=3)=[N:10][N:11]=2)=[CH:4][CH:3]=1.B(Br)(Br)Br, predict the reaction product. The product is: [F:1][C:2]1[CH:3]=[CH:4][C:5]([CH2:6][C:7]2[NH:8][C:9]([C:12]3[C:13]([OH:23])=[C:14]4[C:19](=[O:20])[N:18]([CH3:21])[CH2:17][CH2:16][N:15]4[CH:22]=3)=[N:10][N:11]=2)=[CH:25][CH:26]=1.